This data is from Catalyst prediction with 721,799 reactions and 888 catalyst types from USPTO. The task is: Predict which catalyst facilitates the given reaction. Reactant: [CH3:1][O:2][C:3]1[CH:4]=[C:5]2[C:10](=[CH:11][C:12]=1[O:13][CH2:14][CH:15]1[CH2:17][O:16]1)[N:9]=[CH:8][CH:7]=[C:6]2[O:18][C:19]1[C:20]([C:27]2[CH:32]=[CH:31][CH:30]=[C:29]([CH3:33])[N:28]=2)=[N:21][C:22]([CH3:26])=[C:23]([CH3:25])[CH:24]=1.FC(F)(F)C(O)=[O:37].[OH-].[Na+].O. Product: [CH3:1][O:2][C:3]1[CH:4]=[C:5]2[C:10](=[CH:11][C:12]=1[O:13][CH2:14][CH:15]([OH:16])[CH2:17][OH:37])[N:9]=[CH:8][CH:7]=[C:6]2[O:18][C:19]1[C:20]([C:27]2[CH:32]=[CH:31][CH:30]=[C:29]([CH3:33])[N:28]=2)=[N:21][C:22]([CH3:26])=[C:23]([CH3:25])[CH:24]=1. The catalyst class is: 2.